This data is from Full USPTO retrosynthesis dataset with 1.9M reactions from patents (1976-2016). The task is: Predict the reactants needed to synthesize the given product. (1) The reactants are: [C:1]([O:5][C:6]([N:8]1[CH2:13][CH2:12][N:11]([C:14]2[N:22]=[C:21]3[C:17]([N:18]=[C:19]([C:23]4[C:24](=[O:30])[NH:25][CH:26]=[CH:27][C:28]=4Cl)[NH:20]3)=[C:16]([CH3:31])[N:15]=2)[CH2:10][CH2:9]1)=[O:7])([CH3:4])([CH3:3])[CH3:2].C(N(CC)CC)C.Cl.[NH2:40][CH2:41][C@H:42]([C:44]1[CH:49]=[CH:48][CH:47]=[C:46]([Cl:50])[CH:45]=1)[OH:43]. Given the product [C:1]([O:5][C:6]([N:8]1[CH2:13][CH2:12][N:11]([C:14]2[N:22]=[C:21]3[C:17]([N:18]=[C:19]([C:23]4[C:24](=[O:30])[NH:25][CH:26]=[CH:27][C:28]=4[NH:40][CH2:41][C@H:42]([C:44]4[CH:49]=[CH:48][CH:47]=[C:46]([Cl:50])[CH:45]=4)[OH:43])[NH:20]3)=[C:16]([CH3:31])[N:15]=2)[CH2:10][CH2:9]1)=[O:7])([CH3:2])([CH3:4])[CH3:3], predict the reactants needed to synthesize it. (2) Given the product [F:1][C:2]1[CH:3]=[C:4]([C:8]2[CH:9]=[C:10]([CH3:28])[C:11]([O:26][CH3:27])=[C:12]([CH2:13][NH:15][C:16]3[C:17]([CH3:24])=[C:18]([OH:23])[CH:19]=[CH:20][C:21]=3[CH3:22])[CH:25]=2)[CH:5]=[CH:6][CH:7]=1, predict the reactants needed to synthesize it. The reactants are: [F:1][C:2]1[CH:3]=[C:4]([C:8]2[CH:9]=[C:10]([CH3:28])[C:11]([O:26][CH3:27])=[C:12]([CH:25]=2)[C:13]([NH:15][C:16]2[C:21]([CH3:22])=[CH:20][CH:19]=[C:18]([OH:23])[C:17]=2[CH3:24])=O)[CH:5]=[CH:6][CH:7]=1. (3) Given the product [C:1]([O:5][C:6]([NH:8][CH2:9][CH2:10][CH:11]([C:22]1[CH:27]=[CH:26][C:25]([O:28][Si:29]([CH:30]([CH3:32])[CH3:31])([CH:33]([CH3:35])[CH3:34])[CH:36]([CH3:37])[CH3:38])=[CH:24][CH:23]=1)[C:12]([OH:14])=[O:13])=[O:7])([CH3:2])([CH3:4])[CH3:3], predict the reactants needed to synthesize it. The reactants are: [C:1]([O:5][C:6]([NH:8][CH2:9][CH2:10][CH:11]([C:22]1[CH:27]=[CH:26][C:25]([O:28][Si:29]([CH:36]([CH3:38])[CH3:37])([CH:33]([CH3:35])[CH3:34])[CH:30]([CH3:32])[CH3:31])=[CH:24][CH:23]=1)[C:12]([O:14]CC1C=CC=CC=1)=[O:13])=[O:7])([CH3:4])([CH3:3])[CH3:2]. (4) Given the product [C:1]([O:5][C:6]([NH:8][CH2:9][C:10]([O:12][CH2:13][CH2:14][C:15]([CH3:26])([CH3:25])[CH2:16][OH:17])=[O:11])=[O:7])([CH3:4])([CH3:3])[CH3:2], predict the reactants needed to synthesize it. The reactants are: [C:1]([O:5][C:6]([NH:8][CH2:9][C:10]([O:12][CH2:13][CH2:14][C:15]([CH3:26])([CH3:25])[CH2:16][O:17][Si](C)(C)C(C)(C)C)=[O:11])=[O:7])([CH3:4])([CH3:3])[CH3:2].F.F.F.C(N(CC)CC)C. (5) Given the product [Cl:1][C:2]1[CH:3]=[CH:4][C:5]([CH:10]([CH3:12])[CH3:11])=[C:6]([CH:7]=[N:19][OH:20])[CH:9]=1, predict the reactants needed to synthesize it. The reactants are: [Cl:1][C:2]1[CH:3]=[CH:4][C:5]([CH:10]([CH3:12])[CH3:11])=[C:6]([CH:9]=1)[CH:7]=O.C([O-])(=O)C.[Na+].Cl.[NH2:19][OH:20]. (6) Given the product [CH:1]1[N:2]=[CH:3][N:4]2[CH2:9][CH2:8][CH2:7][C:6](=[O:11])[C:5]=12, predict the reactants needed to synthesize it. The reactants are: [CH:1]1[N:2]=[CH:3][N:4]2[CH2:9][CH2:8][CH2:7][CH2:6][C:5]=12.[Mn]([O-])(=O)(=O)=[O:11].[K+]. (7) Given the product [CH3:57][O:56][C:50]1[CH:49]=[C:48]2[C:53]([CH:54]=[CH:55][C:46]([C:9]3[C:22]4[C:17]([C:16]([C:23]5[C:32]6[C:27](=[CH:28][CH:29]=[CH:30][CH:31]=6)[C:26]([C:33]6[CH:38]=[CH:37][CH:36]=[CH:35][CH:34]=6)=[CH:25][CH:24]=5)=[C:15]5[C:10]=3[CH:11]=[CH:12][CH:13]=[CH:14]5)=[CH:18][CH:19]=[CH:20][CH:21]=4)=[CH:47]2)=[CH:52][CH:51]=1, predict the reactants needed to synthesize it. The reactants are: CC1(C)C(C)(C)OB([C:9]2[C:10]3[C:15]([C:16]([C:23]4[C:32]5[C:27](=[CH:28][CH:29]=[CH:30][CH:31]=5)[C:26]([C:33]5[CH:38]=[CH:37][CH:36]=[CH:35][CH:34]=5)=[CH:25][CH:24]=4)=[C:17]4[C:22]=2[CH:21]=[CH:20][CH:19]=[CH:18]4)=[CH:14][CH:13]=[CH:12][CH:11]=3)O1.FC(F)(F)S(O[C:46]1[CH:55]=[CH:54][C:53]2[C:48](=[CH:49][C:50]([O:56][CH3:57])=[CH:51][CH:52]=2)[CH:47]=1)(=O)=O.P([O-])([O-])([O-])=O.[K+].[K+].[K+].C1(C(=CC(=CC=1)C)C)C.